Dataset: Reaction yield outcomes from USPTO patents with 853,638 reactions. Task: Predict the reaction yield, written as a fraction of the theoretical maximum amount of product (1.0 means a 100% yield; for example, 0.34 means a 34% yield). (1) The reactants are [N:1]1[CH:6]=[CH:5][CH:4]=[C:3]([C:7]2[CH:15]=[C:14]3[C:10]([CH2:11][C:12](=[O:16])[NH:13]3)=[CH:9][CH:8]=2)[CH:2]=1.[N:17]1([CH2:22][CH2:23][NH:24][C:25]([C:27]2[C:31]([CH3:32])=[C:30]([CH:33]=O)[NH:29][C:28]=2[CH3:35])=[O:26])[CH2:21][CH2:20][CH2:19][CH2:18]1. No catalyst specified. The product is [N:17]1([CH2:22][CH2:23][NH:24][C:25]([C:27]2[C:31]([CH3:32])=[C:30]([CH:33]=[C:11]3[C:10]4[C:14](=[CH:15][C:7]([C:3]5[CH:2]=[N:1][CH:6]=[CH:5][CH:4]=5)=[CH:8][CH:9]=4)[NH:13][C:12]3=[O:16])[NH:29][C:28]=2[CH3:35])=[O:26])[CH2:21][CH2:20][CH2:19][CH2:18]1. The yield is 0.710. (2) The reactants are [CH3:1][C@H:2]1[N:7]([S:8]([C:11]2[CH:16]=[CH:15][CH:14]=[C:13]([C:17]([OH:23])([CH3:22])[C:18]([F:21])([F:20])[F:19])[CH:12]=2)(=[O:10])=[O:9])[CH2:6][CH2:5][N:4]([C:24]2[CH:31]=[CH:30][C:27]([C:28]#[N:29])=[CH:26][C:25]=2[C:32]([F:35])([F:34])[F:33])[CH2:3]1.C1COCC1.[BH4-].[Na+]. The catalyst is CO. The product is [NH2:29][CH2:28][C:27]1[CH:30]=[CH:31][C:24]([N:4]2[CH2:5][CH2:6][N:7]([S:8]([C:11]3[CH:12]=[C:13]([C:17]([OH:23])([CH3:22])[C:18]([F:19])([F:20])[F:21])[CH:14]=[CH:15][CH:16]=3)(=[O:10])=[O:9])[C@H:2]([CH3:1])[CH2:3]2)=[C:25]([C:32]([F:33])([F:34])[F:35])[CH:26]=1. The yield is 0.290.